The task is: Predict the reaction yield, written as a fraction of the theoretical maximum amount of product (1.0 means a 100% yield; for example, 0.34 means a 34% yield).. This data is from Reaction yield outcomes from USPTO patents with 853,638 reactions. (1) The reactants are [Cl:1][C:2]1[CH:3]=[C:4]([CH:31]=[CH:32][C:33]=1[F:34])[CH2:5][O:6][C:7]1[N:12]=[CH:11][C:10]([NH:13][C:14]2[C:23]3[C:18](=[CH:19][C:20]([O:26][CH2:27][CH2:28][CH2:29]Cl)=[C:21]([O:24][CH3:25])[CH:22]=3)[N:17]=[CH:16][N:15]=2)=[CH:9][N:8]=1.[NH2:35][C:36]([CH3:41])([CH3:40])[CH2:37][CH2:38][OH:39]. No catalyst specified. The product is [Cl:1][C:2]1[CH:3]=[C:4]([CH:31]=[CH:32][C:33]=1[F:34])[CH2:5][O:6][C:7]1[N:12]=[CH:11][C:10]([NH:13][C:14]2[C:23]3[C:18](=[CH:19][C:20]([O:26][CH2:27][CH2:28][CH2:29][NH:35][C:36]([CH3:41])([CH3:40])[CH2:37][CH2:38][OH:39])=[C:21]([O:24][CH3:25])[CH:22]=3)[N:17]=[CH:16][N:15]=2)=[CH:9][N:8]=1. The yield is 0.780. (2) The reactants are [Br:1][C:2]1[CH:9]=[CH:8][C:5]([CH:6]=[O:7])=[CH:4][CH:3]=1.[C:10](O)(C(F)(F)F)=O.[CH2:17]([OH:21])[CH2:18][CH:19]=C.[OH-].[Na+].[Li+].[OH-]. The catalyst is ClCCCl.O.CO. The product is [Br:1][C:2]1[CH:9]=[CH:8][C:5]([CH:6]2[CH2:10][CH:17]([OH:21])[CH2:18][CH2:19][O:7]2)=[CH:4][CH:3]=1. The yield is 0.700. (3) The reactants are [O:1]=[C:2]1[CH2:6][S:5][C:4](=[S:7])[N:3]1[CH2:8][CH2:9][C:10]([OH:12])=[O:11].[CH3:13][O:14][C:15]1[CH:22]=[CH:21][C:20]([O:23][CH3:24])=[CH:19][C:16]=1[CH:17]=O.N1CCCCC1. The catalyst is C(O)C. The product is [CH3:13][O:14][C:15]1[CH:22]=[CH:21][C:20]([O:23][CH3:24])=[CH:19][C:16]=1/[CH:17]=[C:6]1/[C:2](=[O:1])[N:3]([CH2:8][CH2:9][C:10]([OH:12])=[O:11])[C:4](=[S:7])[S:5]/1. The yield is 0.850. (4) The reactants are FC(F)(F)C([N:25]1[CH2:29][C@H:28]([OH:30])[C@@H:27]([OH:31])[CH2:26]1)C1C=CC2N(C(C3C=CC4C(=C(OC)C=CC=4)N=3)=NN=2)C=1.C(N(CC)CC)C.[CH3:53][C:52]([O:51][C:49](O[C:49]([O:51][C:52]([CH3:55])([CH3:54])[CH3:53])=[O:50])=[O:50])([CH3:55])[CH3:54]. The catalyst is CO.CN(C1C=CN=CC=1)C. The product is [OH:31][C@@H:27]1[C@@H:28]([OH:30])[CH2:29][N:25]([C:49]([O:51][C:52]([CH3:53])([CH3:54])[CH3:55])=[O:50])[CH2:26]1. The yield is 0.570.